From a dataset of Catalyst prediction with 721,799 reactions and 888 catalyst types from USPTO. Predict which catalyst facilitates the given reaction. (1) Product: [CH3:45][C:46]1[C:50]([C@@H:51]([NH:53][C:17](=[O:18])[CH2:16][O:15][C:8]2[N:7]=[C:6]3[N:2]([CH3:1])[N:3]=[C:4]([C:20]4[CH:25]=[CH:24][CH:23]=[CH:22][CH:21]=4)[C:5]3=[C:10]([C:11]([F:14])([F:13])[F:12])[CH:9]=2)[CH3:52])=[C:49]([CH3:54])[NH:48][N:47]=1. Reactant: [CH3:1][N:2]1[C:6]2=[N:7][C:8]([O:15][CH2:16][C:17](O)=[O:18])=[CH:9][C:10]([C:11]([F:14])([F:13])[F:12])=[C:5]2[C:4]([C:20]2[CH:25]=[CH:24][CH:23]=[CH:22][CH:21]=2)=[N:3]1.CC(C)N=C=NC(C)C.C1C=CC2N(O)N=NC=2C=1.[CH3:45][C:46]1[C:50]([CH:51]([NH2:53])[CH3:52])=[C:49]([CH3:54])[NH:48][N:47]=1. The catalyst class is: 3. (2) Reactant: [O:1]=[C:2]1[N:7]([CH2:8][C:9]#[CH:10])[N:6]=[N:5][C:4]2=[C:11]([C:14](=[S:16])[NH2:15])[N:12]=[CH:13][N:3]12.Br[CH2:18][C:19]([C:21]1[S:22][CH:23]=[CH:24][N:25]=1)=O.C(N(CC)CC)C. Product: [S:22]1[CH:23]=[CH:24][N:25]=[C:21]1[C:19]1[N:15]=[C:14]([C:11]2[N:12]=[CH:13][N:3]3[C:2](=[O:1])[N:7]([CH2:8][C:9]#[CH:10])[N:6]=[N:5][C:4]=23)[S:16][CH:18]=1. The catalyst class is: 23. (3) Product: [CH:58]1[C:70]2[CH:69]([CH2:71][O:72][C:73](=[O:74])[NH:75][C@H:76]3[CH2:77][CH2:78][CH2:79][C:80]([F:84])([F:83])[C@@H:81]3[NH:82][C:8]([C:6]3[S:7][C:3]([CH:2]([F:1])[F:20])=[C:4]([C:11]4[N:15]5[N:16]=[CH:17][CH:18]=[CH:19][C:14]5=[N:13][CH:12]=4)[CH:5]=3)=[O:10])[C:68]3[C:63](=[CH:64][CH:65]=[CH:66][CH:67]=3)[C:62]=2[CH:61]=[CH:60][CH:59]=1. The catalyst class is: 18. Reactant: [F:1][CH:2]([F:20])[C:3]1[S:7][C:6]([C:8]([OH:10])=O)=[CH:5][C:4]=1[C:11]1[N:15]2[N:16]=[CH:17][CH:18]=[CH:19][C:14]2=[N:13][CH:12]=1.F[P-](F)(F)(F)(F)F.N1(O[P+](N(C)C)(N(C)C)N(C)C)C2C=CC=CC=2N=N1.CCN(C(C)C)C(C)C.[Cl-].[CH:58]1[C:70]2[CH:69]([CH2:71][O:72][C:73]([NH:75][C@@H:76]3[C@@H:81]([NH3+:82])[C:80]([F:84])([F:83])[CH2:79][CH2:78][CH2:77]3)=[O:74])[C:68]3[C:63](=[CH:64][CH:65]=[CH:66][CH:67]=3)[C:62]=2[CH:61]=[CH:60][CH:59]=1. (4) Reactant: [N:1]([CH2:4][CH2:5][O:6][CH2:7][CH:8]1[CH2:12][O:11]C(C)(C)[O:9]1)=[N+:2]=[N-:3].C1(C)C=CC(S([O-])(=O)=O)=CC=1.[NH+]1C=CC=CC=1.C(=O)([O-])O.[Na+]. Product: [N:1]([CH2:4][CH2:5][O:6][CH2:7][CH:8]([OH:9])[CH2:12][OH:11])=[N+:2]=[N-:3]. The catalyst class is: 5. (5) Reactant: [OH:1][C:2]1[CH:9]=[C:8]([O:10][CH:11]2[CH2:16][CH2:15][CH2:14][CH2:13][O:12]2)[CH:7]=[C:6]([CH3:17])[C:3]=1[CH:4]=[O:5].N1C=CC=CC=1.[O:24](S(C(F)(F)F)(=O)=O)[S:25]([C:28]([F:31])([F:30])[F:29])(=O)=[O:26]. Product: [CH:4]([C:3]1[C:6]([CH3:17])=[CH:7][C:8]([O:10][CH:11]2[CH2:16][CH2:15][CH2:14][CH2:13][O:12]2)=[CH:9][C:2]=1[O:1][S:25]([C:28]([F:31])([F:30])[F:29])(=[O:26])=[O:24])=[O:5]. The catalyst class is: 614. (6) Reactant: [Cl:1][C:2]1[CH:7]=[CH:6][C:5]([C:8]2[N:12]3[CH:13]=[C:14]([C:17]4[CH:31]=[CH:30][C:20]([C:21]([N:23]5[CH2:28][CH2:27][C:26](=[O:29])[CH2:25][CH2:24]5)=[O:22])=[CH:19][CH:18]=4)[N:15]=[CH:16][C:11]3=[N:10][CH:9]=2)=[CH:4][CH:3]=1.[BH4-].[Na+]. Product: [Cl:1][C:2]1[CH:7]=[CH:6][C:5]([C:8]2[N:12]3[CH:13]=[C:14]([C:17]4[CH:18]=[CH:19][C:20]([C:21]([N:23]5[CH2:28][CH2:27][CH:26]([OH:29])[CH2:25][CH2:24]5)=[O:22])=[CH:30][CH:31]=4)[N:15]=[CH:16][C:11]3=[N:10][CH:9]=2)=[CH:4][CH:3]=1. The catalyst class is: 5. (7) Reactant: Cl[CH2:2][CH2:3][CH2:4][C:5]([NH:7][C:8]1[S:9][C:10]([C:13]2[CH:18]=[CH:17][CH:16]=[CH:15][CH:14]=2)=[N:11][N:12]=1)=[O:6].N1CCCCC1.O. Product: [C:13]1([C:10]2[S:9][C:8]3=[N:7][C:5](=[O:6])[CH2:4][CH2:3][CH2:2][N:12]3[N:11]=2)[CH:18]=[CH:17][CH:16]=[CH:15][CH:14]=1. The catalyst class is: 11.